Dataset: Reaction yield outcomes from USPTO patents with 853,638 reactions. Task: Predict the reaction yield, written as a fraction of the theoretical maximum amount of product (1.0 means a 100% yield; for example, 0.34 means a 34% yield). (1) The reactants are [CH3:1][O:2][C:3]1[CH:8]=[CH:7][CH:6]=[CH:5][C:4]=1[C:9]1[S:13][C:12]([S:14](N2C=CC=C2)(=[O:16])=[O:15])=[CH:11][CH:10]=1.[Na].S(Cl)([Cl:26])(=O)=O. No catalyst specified. The product is [Cl:26][S:14]([C:12]1[S:13][C:9]([C:4]2[CH:5]=[CH:6][CH:7]=[CH:8][C:3]=2[O:2][CH3:1])=[CH:10][CH:11]=1)(=[O:16])=[O:15]. The yield is 0.240. (2) The reactants are [O:1]=[C:2]1[CH2:6][CH2:5][CH2:4][N:3]1[C:7]1[CH:12]=[CH:11][C:10]([CH2:13][C:14]([OH:16])=O)=[CH:9][CH:8]=1.ON1C2C=CC=CC=2N=N1.CN(C)CCCN=C=NCC.[CH:38]([C:41]1[S:45][C:44]([NH2:46])=[N:43][CH:42]=1)([CH3:40])[CH3:39]. The catalyst is ClCCl. The product is [CH:38]([C:41]1[S:45][C:44]([NH:46][C:14](=[O:16])[CH2:13][C:10]2[CH:9]=[CH:8][C:7]([N:3]3[CH2:4][CH2:5][CH2:6][C:2]3=[O:1])=[CH:12][CH:11]=2)=[N:43][CH:42]=1)([CH3:40])[CH3:39]. The yield is 0.600. (3) The reactants are [C:1]([C:3]1[CH:8]=[CH:7][C:6]([N:9]([CH2:14][C:15]([F:18])([F:17])[F:16])[CH2:10][C:11]([NH2:13])=O)=[CH:5][C:4]=1[C:19]([F:22])([F:21])[F:20])#[N:2].C(Cl)(Cl)(Cl)Cl.C1(P(C2C=CC=CC=2)C2C=CC=CC=2)C=CC=CC=1. The catalyst is ClCCCl. The product is [C:11]([CH2:10][N:9]([CH2:14][C:15]([F:16])([F:18])[F:17])[C:6]1[CH:7]=[CH:8][C:3]([C:1]#[N:2])=[C:4]([C:19]([F:21])([F:22])[F:20])[CH:5]=1)#[N:13]. The yield is 0.550. (4) The reactants are [F:1][C:2]1[CH:7]=[CH:6][C:5]([N:8]2[C:16]3[CH2:15][CH2:14][CH2:13][N:12]([C:17](=[O:29])[CH2:18][N:19]4[C:23]([CH3:24])=[CH:22][C:21]([C:25]([F:28])([F:27])[F:26])=[N:20]4)[C:11]=3[CH:10]=[N:9]2)=[CH:4][CH:3]=1.[Li+].CC([N-]C(C)C)C.Br[CH2:39][C:40]([O:42][CH2:43][CH3:44])=[O:41]. The catalyst is C1COCC1. The product is [F:1][C:2]1[CH:3]=[CH:4][C:5]([N:8]2[C:16]3[CH2:15][CH2:14][CH2:13][N:12]([C:17](=[O:29])[CH:18]([N:19]4[C:23]([CH3:24])=[CH:22][C:21]([C:25]([F:27])([F:26])[F:28])=[N:20]4)[CH2:39][C:40]([O:42][CH2:43][CH3:44])=[O:41])[C:11]=3[CH:10]=[N:9]2)=[CH:6][CH:7]=1. The yield is 0.830. (5) The reactants are [NH2:1][C:2]1[CH:3]=[CH:4][CH:5]=[C:6]2[C:10]=1[NH:9][C:8]([C:11]([O:13][CH2:14][CH3:15])=[O:12])=[CH:7]2.[CH3:16][N:17]1[CH:21]=[CH:20][N:19]=[C:18]1[S:22](Cl)(=[O:24])=[O:23].N1C=CC=C[CH:27]=1. No catalyst specified. The product is [CH3:27][N:1]([S:22]([C:18]1[N:17]([CH3:16])[CH:21]=[CH:20][N:19]=1)(=[O:24])=[O:23])[C:2]1[CH:3]=[CH:4][CH:5]=[C:6]2[C:10]=1[NH:9][C:8]([C:11]([O:13][CH2:14][CH3:15])=[O:12])=[CH:7]2. The yield is 0.590. (6) The reactants are [OH:1][C:2]1[CH:3]=[C:4]([CH:7]=[CH:8][C:9]=1[O:10][C:11]1[CH:20]=[CH:19][C:14]2[B:15]([OH:18])[O:16][CH2:17][C:13]=2[CH:12]=1)[C:5]#[N:6].[CH:21]1(I)[CH2:25][CH2:24][CH2:23][CH2:22]1.CN(C)C=O.[H-].[Na+]. The catalyst is O. The product is [CH:21]1([O:1][C:2]2[CH:3]=[C:4]([CH:7]=[CH:8][C:9]=2[O:10][C:11]2[CH:20]=[CH:19][C:14]3[B:15]([OH:18])[O:16][CH2:17][C:13]=3[CH:12]=2)[C:5]#[N:6])[CH2:25][CH2:24][CH2:23][CH2:22]1. The yield is 0.630.